Dataset: Catalyst prediction with 721,799 reactions and 888 catalyst types from USPTO. Task: Predict which catalyst facilitates the given reaction. Product: [CH3:1][N:2]1[CH2:8][CH2:7][CH2:6][N:5]([C:9]2[CH:14]=[CH:13][N:12]3[N:15]=[CH:16][C:17]([CH:18]=[C:24]4[S:20][C:21](=[O:26])[NH:22][C:23]4=[O:25])=[C:11]3[N:10]=2)[CH2:4][CH2:3]1. Reactant: [CH3:1][N:2]1[CH2:8][CH2:7][CH2:6][N:5]([C:9]2[CH:14]=[CH:13][N:12]3[N:15]=[CH:16][C:17]([CH:18]=O)=[C:11]3[N:10]=2)[CH2:4][CH2:3]1.[S:20]1[CH2:24][C:23](=[O:25])[NH:22][C:21]1=[O:26].N1CCCCC1. The catalyst class is: 14.